This data is from Forward reaction prediction with 1.9M reactions from USPTO patents (1976-2016). The task is: Predict the product of the given reaction. (1) Given the reactants [F:1][C:2]([F:31])([F:30])[C:3]([C:14]1[CH:15]=[C:16]2[C:20](=[CH:21][CH:22]=1)[N:19]([C:23]1[CH:28]=[CH:27][C:26]([F:29])=[CH:25][CH:24]=1)[N:18]=[CH:17]2)([C:5]1[CH:6]=[N:7][C:8]([O:12]C)=[C:9]([CH3:11])[CH:10]=1)[OH:4].Cl.[NH+]1C=CC=CC=1, predict the reaction product. The product is: [CH3:11][C:9]1[C:8](=[O:12])[NH:7][CH:6]=[C:5]([C:3]([C:14]2[CH:15]=[C:16]3[C:20](=[CH:21][CH:22]=2)[N:19]([C:23]2[CH:24]=[CH:25][C:26]([F:29])=[CH:27][CH:28]=2)[N:18]=[CH:17]3)([OH:4])[C:2]([F:1])([F:30])[F:31])[CH:10]=1. (2) The product is: [F:30][C:27]1[CH:28]=[CH:29][C:24]([N:21]2[C:16]3[CH:17]=[C:18]4[C@:13]([C:31]([C:33]5[S:34][CH:35]=[CH:36][N:37]=5)=[O:32])([CH2:14][C:15]=3[CH:23]=[N:22]2)[CH2:12][N:11]([S:8]([C:5]2[CH:6]=[N:7][C:2]([N:41]3[CH2:42][CH2:43][C@@H:39]([F:38])[CH2:40]3)=[CH:3][CH:4]=2)(=[O:10])=[O:9])[CH2:20][CH2:19]4)=[CH:25][CH:26]=1. Given the reactants Cl[C:2]1[N:7]=[CH:6][C:5]([S:8]([N:11]2[CH2:20][CH2:19][C:18]3[C@:13]([C:31]([C:33]4[S:34][CH:35]=[CH:36][N:37]=4)=[O:32])([CH2:14][C:15]4[CH:23]=[N:22][N:21]([C:24]5[CH:29]=[CH:28][C:27]([F:30])=[CH:26][CH:25]=5)[C:16]=4[CH:17]=3)[CH2:12]2)(=[O:10])=[O:9])=[CH:4][CH:3]=1.[F:38][C@@H:39]1[CH2:43][CH2:42][NH:41][CH2:40]1.Cl, predict the reaction product. (3) Given the reactants C[O:2][C:3]1[CH:4]=[N:5][CH:6]=[C:7]([C:9]#[C:10][C:11]2[N:12]=[C:13]([CH3:16])[S:14][CH:15]=2)[CH:8]=1.[Al](Br)(Br)Br, predict the reaction product. The product is: [CH3:16][C:13]1[S:14][CH:15]=[C:11]([C:10]#[C:9][C:7]2[CH:8]=[C:3]([OH:2])[CH:4]=[N:5][CH:6]=2)[N:12]=1. (4) Given the reactants Cl[C:2]([O:4][CH3:5])=[O:3].[N:6]1([C:11]2[CH:20]=[CH:19][CH:18]=[C:17]3[C:12]=2[NH:13][CH2:14][CH2:15][NH:16]3)[CH2:10][CH2:9][CH2:8][CH2:7]1.C(N(CC)CC)C, predict the reaction product. The product is: [N:6]1([C:11]2[CH:20]=[CH:19][CH:18]=[C:17]3[C:12]=2[NH:13][CH2:14][CH2:15][N:16]3[C:2]([O:4][CH3:5])=[O:3])[CH2:7][CH2:8][CH2:9][CH2:10]1. (5) Given the reactants [NH2:1][C:2]1[CH:7]=[CH:6][CH:5]=[CH:4][C:3]=1[SH:8].[Br:9][C:10]1[CH:17]=[CH:16][C:13]([CH:14]=O)=[CH:12][CH:11]=1.CC1C=CC(S(O)(=O)=O)=CC=1, predict the reaction product. The product is: [Br:9][C:10]1[CH:17]=[CH:16][C:13]([C:14]2[S:8][C:3]3[CH:4]=[CH:5][CH:6]=[CH:7][C:2]=3[N:1]=2)=[CH:12][CH:11]=1. (6) The product is: [CH2:9]([O:8][C:6](=[O:7])[CH:5]([NH:19][C:17](=[O:18])[C:16]1[CH:20]=[CH:21][CH:22]=[CH:23][C:15]=1[N+:12]([O-:14])=[O:13])[C:4](=[O:11])[CH3:3])[CH3:10]. Given the reactants [N+](=[CH:3][C:4](=[O:11])[CH2:5][C:6]([O:8][CH2:9][CH3:10])=[O:7])=[N-].[N+:12]([C:15]1[CH:23]=[CH:22][CH:21]=[CH:20][C:16]=1[C:17]([NH2:19])=[O:18])([O-:14])=[O:13].O.C(OCC)(=O)C, predict the reaction product. (7) Given the reactants [NH2:1][C:2]1[CH:7]=[C:6]([N:8]2[CH2:13][CH2:12][N:11]([CH3:14])[CH2:10][CH2:9]2)[N:5]=[CH:4][C:3]=1[CH:15]=O.[CH2:17]([C:22](OC)=[O:23])[C:18]([O:20][CH3:21])=[O:19].CC(O)=O.N1CCCCC1, predict the reaction product. The product is: [CH3:21][O:20][C:18]([C:17]1[C:22](=[O:23])[NH:1][C:2]2[C:3]([CH:15]=1)=[CH:4][N:5]=[C:6]([N:8]1[CH2:9][CH2:10][N:11]([CH3:14])[CH2:12][CH2:13]1)[CH:7]=2)=[O:19]. (8) Given the reactants C(C1CN(CC(NC2C=CC=C([N+]([O-])=O)C=2)=O)CCN1[C:27]([O:29][CH2:30][C:31]1[CH:36]=[CH:35][CH:34]=[CH:33][CH:32]=1)=[O:28])C1C=CC=CC=1.[CH2:37]([CH:44]1[CH2:49][NH:48][CH2:47][CH2:46][N:45]1[C:50]([O:52][C:53]([CH3:56])([CH3:55])[CH3:54])=[O:51])[C:38]1[CH:43]=[CH:42][CH:41]=[CH:40][CH:39]=1.C(N(CC)CC)C.ClC(OCC1C=CC=CC=1)=O, predict the reaction product. The product is: [CH2:37]([CH:44]1[CH2:49][N:48]([C:27]([O:29][CH2:30][C:31]2[CH:36]=[CH:35][CH:34]=[CH:33][CH:32]=2)=[O:28])[CH2:47][CH2:46][N:45]1[C:50]([O:52][C:53]([CH3:56])([CH3:55])[CH3:54])=[O:51])[C:38]1[CH:39]=[CH:40][CH:41]=[CH:42][CH:43]=1. (9) Given the reactants [C:1]1([C:7]#[C:8][C:9]2[NH:10][C:11]3[CH:12]=[CH:13][CH:14]=[C:15]4[C:21](=[O:22])[NH:20][CH2:19][CH2:18][C:17]=2[C:16]=34)[CH:6]=[CH:5][CH:4]=[CH:3][CH:2]=1.IC1[NH:25]C2C=CC=C3C(=O)NCCC=1C=23, predict the reaction product. The product is: [NH2:25][C:5]1[CH:6]=[C:1]([C:7]#[C:8][C:9]2[NH:10][C:11]3[CH:12]=[CH:13][CH:14]=[C:15]4[C:21](=[O:22])[NH:20][CH2:19][CH2:18][C:17]=2[C:16]=34)[CH:2]=[CH:3][CH:4]=1. (10) Given the reactants [Cl:1][C:2]1[CH:3]=[C:4]([C:9]2[N:14]=[C:13]([N:15]3[CH2:19][CH2:18][CH2:17][CH:16]3[CH3:20])[N:12]=[C:11]([N:21]3[CH2:26][CH2:25][N:24]([C:27]4[N:32]=[CH:31][C:30](N)=[CH:29][C:28]=4[CH3:34])[CH2:23][CH2:22]3)[CH:10]=2)[CH:5]=[CH:6][C:7]=1[F:8].N([O-])=[O:36].[Na+], predict the reaction product. The product is: [Cl:1][C:2]1[CH:3]=[C:4]([C:9]2[N:14]=[C:13]([N:15]3[CH2:19][CH2:18][CH2:17][CH:16]3[CH3:20])[N:12]=[C:11]([N:21]3[CH2:26][CH2:25][N:24]([C:27]4[N:32]=[CH:31][C:30]([OH:36])=[CH:29][C:28]=4[CH3:34])[CH2:23][CH2:22]3)[CH:10]=2)[CH:5]=[CH:6][C:7]=1[F:8].